Dataset: NCI-60 drug combinations with 297,098 pairs across 59 cell lines. Task: Regression. Given two drug SMILES strings and cell line genomic features, predict the synergy score measuring deviation from expected non-interaction effect. (1) Drug 1: CC1C(C(=O)NC(C(=O)N2CCCC2C(=O)N(CC(=O)N(C(C(=O)O1)C(C)C)C)C)C(C)C)NC(=O)C3=C4C(=C(C=C3)C)OC5=C(C(=O)C(=C(C5=N4)C(=O)NC6C(OC(=O)C(N(C(=O)CN(C(=O)C7CCCN7C(=O)C(NC6=O)C(C)C)C)C)C(C)C)C)N)C. Drug 2: CCC1(CC2CC(C3=C(CCN(C2)C1)C4=CC=CC=C4N3)(C5=C(C=C6C(=C5)C78CCN9C7C(C=CC9)(C(C(C8N6C=O)(C(=O)OC)O)OC(=O)C)CC)OC)C(=O)OC)O.OS(=O)(=O)O. Cell line: DU-145. Synergy scores: CSS=44.2, Synergy_ZIP=-6.95, Synergy_Bliss=-10.9, Synergy_Loewe=-8.13, Synergy_HSA=-6.34. (2) Drug 1: C1CC(=O)NC(=O)C1N2CC3=C(C2=O)C=CC=C3N. Drug 2: C1=NC2=C(N=C(N=C2N1C3C(C(C(O3)CO)O)O)F)N. Cell line: COLO 205. Synergy scores: CSS=6.63, Synergy_ZIP=-8.86, Synergy_Bliss=-15.3, Synergy_Loewe=-31.6, Synergy_HSA=-14.7. (3) Drug 1: C1=NC2=C(N=C(N=C2N1C3C(C(C(O3)CO)O)O)F)N. Drug 2: C#CCC(CC1=CN=C2C(=N1)C(=NC(=N2)N)N)C3=CC=C(C=C3)C(=O)NC(CCC(=O)O)C(=O)O. Cell line: SR. Synergy scores: CSS=81.2, Synergy_ZIP=0.291, Synergy_Bliss=-0.104, Synergy_Loewe=-5.82, Synergy_HSA=0.0478. (4) Drug 1: CCC1(CC2CC(C3=C(CCN(C2)C1)C4=CC=CC=C4N3)(C5=C(C=C6C(=C5)C78CCN9C7C(C=CC9)(C(C(C8N6C=O)(C(=O)OC)O)OC(=O)C)CC)OC)C(=O)OC)O.OS(=O)(=O)O. Drug 2: CC1=C2C(C(=O)C3(C(CC4C(C3C(C(C2(C)C)(CC1OC(=O)C(C(C5=CC=CC=C5)NC(=O)C6=CC=CC=C6)O)O)OC(=O)C7=CC=CC=C7)(CO4)OC(=O)C)O)C)OC(=O)C. Cell line: SK-MEL-28. Synergy scores: CSS=13.0, Synergy_ZIP=-5.83, Synergy_Bliss=1.78, Synergy_Loewe=-4.89, Synergy_HSA=-0.803. (5) Drug 1: CCC1=C2CN3C(=CC4=C(C3=O)COC(=O)C4(CC)O)C2=NC5=C1C=C(C=C5)O. Drug 2: CC1C(C(CC(O1)OC2CC(CC3=C2C(=C4C(=C3O)C(=O)C5=C(C4=O)C(=CC=C5)OC)O)(C(=O)CO)O)N)O.Cl. Cell line: SNB-75. Synergy scores: CSS=44.5, Synergy_ZIP=-3.45, Synergy_Bliss=0.356, Synergy_Loewe=-13.2, Synergy_HSA=3.98. (6) Drug 1: CC1=C(C=C(C=C1)C(=O)NC2=CC(=CC(=C2)C(F)(F)F)N3C=C(N=C3)C)NC4=NC=CC(=N4)C5=CN=CC=C5. Drug 2: CN(C(=O)NC(C=O)C(C(C(CO)O)O)O)N=O. Cell line: NCI-H226. Synergy scores: CSS=-8.90, Synergy_ZIP=5.92, Synergy_Bliss=3.64, Synergy_Loewe=-6.92, Synergy_HSA=-6.33.